This data is from Peptide-MHC class I binding affinity with 185,985 pairs from IEDB/IMGT. The task is: Regression. Given a peptide amino acid sequence and an MHC pseudo amino acid sequence, predict their binding affinity value. This is MHC class I binding data. (1) The peptide sequence is YHSNVKEL. The MHC is HLA-A31:01 with pseudo-sequence HLA-A31:01. The binding affinity (normalized) is 0.335. (2) The peptide sequence is PPIPVGDIY. The MHC is HLA-A01:01 with pseudo-sequence HLA-A01:01. The binding affinity (normalized) is 0.148. (3) The peptide sequence is AVFPRYHPR. The MHC is HLA-A03:01 with pseudo-sequence HLA-A03:01. The binding affinity (normalized) is 0.368. (4) The peptide sequence is RPQVPLRPMTY. The MHC is HLA-A30:02 with pseudo-sequence HLA-A30:02. The binding affinity (normalized) is 0.190. (5) The peptide sequence is KAGQYVTIW. The MHC is HLA-A30:02 with pseudo-sequence HLA-A30:02. The binding affinity (normalized) is 0. (6) The peptide sequence is VGNVYVKM. The MHC is Mamu-B52 with pseudo-sequence Mamu-B52. The binding affinity (normalized) is 0.727. (7) The peptide sequence is FLFGDDDAL. The MHC is HLA-A02:11 with pseudo-sequence HLA-A02:11. The binding affinity (normalized) is 0.898.